From a dataset of Peptide-MHC class I binding affinity with 185,985 pairs from IEDB/IMGT. Regression. Given a peptide amino acid sequence and an MHC pseudo amino acid sequence, predict their binding affinity value. This is MHC class I binding data. (1) The peptide sequence is HPALVFDITK. The MHC is HLA-A33:01 with pseudo-sequence HLA-A33:01. The binding affinity (normalized) is 0.0245. (2) The peptide sequence is MIYELCTFR. The binding affinity (normalized) is 0.0847. The MHC is HLA-B18:01 with pseudo-sequence HLA-B18:01.